From a dataset of Experimentally validated miRNA-target interactions with 360,000+ pairs, plus equal number of negative samples. Binary Classification. Given a miRNA mature sequence and a target amino acid sequence, predict their likelihood of interaction. The miRNA is mmu-miR-1897-5p with sequence CUUUGGAUGGAGAAAGAGGGGG. The protein sequence of the target gene is MAAAANSGSSLPLFDCPTWAGKPPPGLHLDVVKGDKLIEKLIIDEKKYYLFGRNPDLCDFTIDHQSCSRVHAALVYHKHLKRVFLIDLNSTHGTFLGHIRLEPHKPQQIPIDSTVSFGASTRAYTLREKPQTLPSAVKGDEKMGGEDDELKGLLGLPEEETELDNLTEFNTAHNKRISTLTIEEGNLDIQRPKRKRKNSRVTFSEDDEIINPEDVDPSVGRFRNMVQTAVVPVKKKRVEGPGSLGLEESGSRRMQNFAFSGGLYGGLPPTHSEAGSQPHGIHGTALIGGLPMPYPNLAPD.... Result: 0 (no interaction).